Dataset: Full USPTO retrosynthesis dataset with 1.9M reactions from patents (1976-2016). Task: Predict the reactants needed to synthesize the given product. Given the product [C:18]([O:21][CH2:22][C:23]1[C:24]([N:38]2[N:47]=[CH:46][C:45]3[C:40](=[C:41]([F:52])[CH:42]=[C:43]([C:48]([CH3:50])([CH3:49])[CH3:51])[CH:44]=3)[C:39]2=[O:53])=[N:25][CH:26]=[CH:27][C:28]=1[C:2]1[CH:3]=[C:4]([NH:10][C:11]2[CH:15]=[C:14]([CH3:16])[N:13]([CH3:17])[N:12]=2)[C:5](=[O:9])[N:6]([CH3:8])[N:7]=1)(=[O:20])[CH3:19], predict the reactants needed to synthesize it. The reactants are: Cl[C:2]1[CH:3]=[C:4]([NH:10][C:11]2[CH:15]=[C:14]([CH3:16])[N:13]([CH3:17])[N:12]=2)[C:5](=[O:9])[N:6]([CH3:8])[N:7]=1.[C:18]([O:21][CH2:22][C:23]1[C:24]([N:38]2[N:47]=[CH:46][C:45]3[C:40](=[C:41]([F:52])[CH:42]=[C:43]([C:48]([CH3:51])([CH3:50])[CH3:49])[CH:44]=3)[C:39]2=[O:53])=[N:25][CH:26]=[CH:27][C:28]=1B1OC(C)(C)C(C)(C)O1)(=[O:20])[CH3:19].[O-]P([O-])([O-])=O.[K+].[K+].[K+].C([O-])(=O)C.[Na+].